This data is from Catalyst prediction with 721,799 reactions and 888 catalyst types from USPTO. The task is: Predict which catalyst facilitates the given reaction. (1) Reactant: C([O-])(=O)C.[O:5]=[C:6]1[C@@H:9]([NH3+:10])[CH2:8][NH:7]1.CCN(CC)CC.[C:18](Cl)(=[O:26])[CH2:19][CH2:20][CH2:21][CH2:22][CH2:23][CH2:24][CH3:25]. Product: [O:5]=[C:6]1[C@@H:9]([NH:10][C:18](=[O:26])[CH2:19][CH2:20][CH2:21][CH2:22][CH2:23][CH2:24][CH3:25])[CH2:8][NH:7]1. The catalyst class is: 91. (2) Reactant: [CH2:1]([O:8][C:9](=[O:22])[NH:10][CH:11]([C:13]1[N:14]=[C:15]2[CH:20]=[CH:19][CH:18]=[N:17][N:16]2[CH:21]=1)[CH3:12])[C:2]1[CH:7]=[CH:6][CH:5]=[CH:4][CH:3]=1.[I:23]N1C(=O)CCC1=O. Product: [CH2:1]([O:8][C:9](=[O:22])[NH:10][CH:11]([C:13]1[N:14]=[C:15]2[CH:20]=[CH:19][CH:18]=[N:17][N:16]2[C:21]=1[I:23])[CH3:12])[C:2]1[CH:3]=[CH:4][CH:5]=[CH:6][CH:7]=1. The catalyst class is: 47. (3) Reactant: [F:1][C:2]1[C:7]2=[N:8][O:9][C:10]([CH3:11])=[C:6]2[N:5]=[C:4]2[NH:12][C:13](=[O:23])[N:14]([C:15]3[CH:20]=[CH:19][C:18]([I:21])=[CH:17][C:16]=3[F:22])[C:3]=12.[Li+].C[Si]([N-][Si](C)(C)C)(C)C.[CH:34]1([S:37](Cl)(=[O:39])=[O:38])[CH2:36][CH2:35]1. Product: [CH:34]1([S:37]([N:12]2[C:4]3=[N:5][C:6]4[C:7](=[N:8][O:9][C:10]=4[CH3:11])[C:2]([F:1])=[C:3]3[N:14]([C:15]3[CH:20]=[CH:19][C:18]([I:21])=[CH:17][C:16]=3[F:22])[C:13]2=[O:23])(=[O:39])=[O:38])[CH2:36][CH2:35]1. The catalyst class is: 1. (4) Reactant: [CH3:1][C:2]1[C:11]2[C:6](=[CH:7][CH:8]=[CH:9][CH:10]=2)[CH:5]=[N:4][C:3]=1[OH:12].C(N(CC)CC)C.[F:20][C:21]([F:34])([F:33])[S:22](O[S:22]([C:21]([F:34])([F:33])[F:20])(=[O:24])=[O:23])(=[O:24])=[O:23]. Product: [CH3:1][C:2]1[C:11]2[C:6](=[CH:7][CH:8]=[CH:9][CH:10]=2)[CH:5]=[N:4][C:3]=1[O:12][S:22]([C:21]([F:34])([F:33])[F:20])(=[O:24])=[O:23]. The catalyst class is: 2. (5) Reactant: O[C:2]1([C:6]2[CH:11]=[CH:10][C:9]([C:12]3[N:16]=[C:15]([C:17]4[CH:18]=[CH:19][C:20]([O:25][CH2:26][CH3:27])=[C:21]([CH:24]=4)[C:22]#[N:23])[O:14][N:13]=3)=[CH:8][CH:7]=2)[CH2:5][O:4][CH2:3]1.CCN(S(F)(F)[F:34])CC. Product: [F:34][C:2]1([C:6]2[CH:11]=[CH:10][C:9]([C:12]3[N:16]=[C:15]([C:17]4[CH:18]=[CH:19][C:20]([O:25][CH2:26][CH3:27])=[C:21]([CH:24]=4)[C:22]#[N:23])[O:14][N:13]=3)=[CH:8][CH:7]=2)[CH2:5][O:4][CH2:3]1. The catalyst class is: 2. (6) Reactant: [N:1]1([CH2:6][C:7]2[N:12]=[C:11]([C:13]([O:15]C)=[O:14])[CH:10]=[CH:9][CH:8]=2)[CH2:5][CH2:4][CH2:3][CH2:2]1.[OH-].[Na+].Cl. Product: [N:1]1([CH2:6][C:7]2[N:12]=[C:11]([C:13]([OH:15])=[O:14])[CH:10]=[CH:9][CH:8]=2)[CH2:5][CH2:4][CH2:3][CH2:2]1. The catalyst class is: 40. (7) Reactant: [H-].[H-].[H-].[H-].[Li+].[Al+3].C([O:9][C:10](=O)[C:11]1[C:16]([S:17][CH3:18])=[CH:15][C:14]([C:19]2[C:24]([CH2:25][CH3:26])=[CH:23][CH:22]=[CH:21][C:20]=2[CH2:27][CH3:28])=[N:13][C:12]=1[CH3:29])C.[O-]S([O-])(=O)=O.[Na+].[Na+].O. Product: [CH2:27]([C:20]1[CH:21]=[CH:22][CH:23]=[C:24]([CH2:25][CH3:26])[C:19]=1[C:14]1[N:13]=[C:12]([CH3:29])[C:11]([CH2:10][OH:9])=[C:16]([S:17][CH3:18])[CH:15]=1)[CH3:28]. The catalyst class is: 1.